Predict which catalyst facilitates the given reaction. From a dataset of Catalyst prediction with 721,799 reactions and 888 catalyst types from USPTO. (1) Reactant: [C:1]([OH:4])(=O)C.[CH2:5]([N:7](CC)CC)C.C1(P(N=[N+]=[N-])(C2C=CC=CC=2)=O)C=CC=CC=1.[CH3:29][O:30][C:31]1[CH:51]=[CH:50][C:49]([O:52][CH3:53])=[CH:48][C:32]=1[CH2:33][NH:34][C:35]1[CH:40]=[CH:39][CH:38]=[CH:37][C:36]=1[O:41][C:42]1[CH:47]=[CH:46][CH:45]=[CH:44][CH:43]=1. Product: [CH3:29][O:30][C:31]1[CH:51]=[CH:50][C:49]([O:52][CH3:53])=[CH:48][C:32]=1[CH2:33][N:34]([C:1]([NH:7][CH3:5])=[O:4])[C:35]1[CH:40]=[CH:39][CH:38]=[CH:37][C:36]=1[O:41][C:42]1[CH:47]=[CH:46][CH:45]=[CH:44][CH:43]=1. The catalyst class is: 638. (2) Reactant: Cl.[CH3:2][NH:3][CH2:4][CH2:5][CH2:6][CH2:7][Cl:8].[P:9](Cl)([Cl:12])([Cl:11])=[O:10].C(N(CC)CC)C.[Cl-].[NH4+]. Product: [CH3:2][N:3]([CH2:4][CH2:5][CH2:6][CH2:7][Cl:8])[P:9]([Cl:12])([Cl:11])=[O:10]. The catalyst class is: 2. (3) Reactant: [C:1]12([NH:6][C:7]([C:9]3[CH:10]=[C:11]([C:16]4[CH:17]=[C:18]5[C:27]([C:28]([NH:30][CH3:31])=[O:29])=[C:26]([C:32]6[CH:37]=[CH:36][C:35]([F:38])=[CH:34][CH:33]=6)[O:25][C:19]5=[N:20][C:21]=4/[CH:22]=[CH:23]/[CH3:24])[CH:12]=[CH:13][C:14]=3[F:15])=[O:8])[CH2:5][CH:3]([CH2:4]1)[CH2:2]2.N#N. Product: [C:1]12([NH:6][C:7]([C:9]3[CH:10]=[C:11]([C:16]4[CH:17]=[C:18]5[C:27]([C:28]([NH:30][CH3:31])=[O:29])=[C:26]([C:32]6[CH:33]=[CH:34][C:35]([F:38])=[CH:36][CH:37]=6)[O:25][C:19]5=[N:20][C:21]=4[CH2:22][CH2:23][CH3:24])[CH:12]=[CH:13][C:14]=3[F:15])=[O:8])[CH2:5][CH:3]([CH2:4]1)[CH2:2]2. The catalyst class is: 19. (4) Reactant: [CH2:1]([O:8][C@H:9]([C@H:12]([C@@H:21]([C@@H:30]([CH2:32][O:33][CH2:34][C:35]1[CH:40]=[CH:39][CH:38]=[CH:37][CH:36]=1)[OH:31])[O:22][CH2:23][C:24]1[CH:29]=[CH:28][CH:27]=[CH:26][CH:25]=1)[O:13][CH2:14][C:15]1[CH:20]=[CH:19][CH:18]=[CH:17][CH:16]=1)[CH2:10][OH:11])[C:2]1[CH:7]=[CH:6][CH:5]=[CH:4][CH:3]=1.[S:41](Cl)([CH3:44])(=[O:43])=[O:42]. Product: [CH2:1]([O:8][C@H:9]([C@H:12]([C@@H:21]([C@@H:30]([CH2:32][O:33][CH2:34][C:35]1[CH:36]=[CH:37][CH:38]=[CH:39][CH:40]=1)[O:31][S:41]([CH3:44])(=[O:43])=[O:42])[O:22][CH2:23][C:24]1[CH:25]=[CH:26][CH:27]=[CH:28][CH:29]=1)[O:13][CH2:14][C:15]1[CH:20]=[CH:19][CH:18]=[CH:17][CH:16]=1)[CH2:10][O:11][S:41]([CH3:44])(=[O:43])=[O:42])[C:2]1[CH:3]=[CH:4][CH:5]=[CH:6][CH:7]=1. The catalyst class is: 17. (5) Reactant: C(OC(=O)[NH:7][CH2:8][C:9]1[CH:14]=[CH:13][C:12]([C:15](=[O:23])[NH:16][C:17]2[CH:22]=[CH:21][N:20]=[CH:19][CH:18]=2)=[CH:11][CH:10]=1)(C)(C)C.C(O)(=O)C.CCOCC.O. Product: [NH2:7][CH2:8][C:9]1[CH:10]=[CH:11][C:12]([C:15]([NH:16][C:17]2[CH:18]=[CH:19][N:20]=[CH:21][CH:22]=2)=[O:23])=[CH:13][CH:14]=1. The catalyst class is: 33. (6) Reactant: Cl.C(OC([N:9]1[C:13]2=[C:14]([NH:29][S:30]([C:33]3([CH2:36][CH:37]([OH:40])[CH2:38][OH:39])[CH2:35][CH2:34]3)(=[O:32])=[O:31])[C:15]([NH:20][C:21]3[CH:26]=[CH:25][C:24]([Br:27])=[CH:23][C:22]=3[F:28])=[C:16]([CH3:19])[C:17](=[O:18])[N:12]2[CH2:11][CH2:10]1)=O)(C)(C)C.CO. Product: [Br:27][C:24]1[CH:25]=[CH:26][C:21]([NH:20][C:15]2[C:14]([NH:29][S:30]([C:33]3([CH2:36][CH:37]([OH:40])[CH2:38][OH:39])[CH2:34][CH2:35]3)(=[O:32])=[O:31])=[C:13]3[NH:9][CH2:10][CH2:11][N:12]3[C:17](=[O:18])[C:16]=2[CH3:19])=[C:22]([F:28])[CH:23]=1. The catalyst class is: 396. (7) Reactant: [Cl:1][C:2]1[C:10]2[N:9]=[C:8]3[N:11]([C:15]4[C:20]([Cl:21])=[CH:19][C:18]([Cl:22])=[CH:17][C:16]=4[Cl:23])[CH2:12][CH2:13][CH2:14][N:7]3[C:6]=2[C:5]([CH:24]([NH2:27])[CH2:25][CH3:26])=[CH:4][CH:3]=1.[F:28][CH:29]([F:33])[C:30](O)=[O:31].Cl.C(N=C=NCCCN(C)C)C.ON1C2C=CC=CC=2N=N1.C(N(CC)CC)C. Product: [Cl:1][C:2]1[C:10]2[N:9]=[C:8]3[N:11]([C:15]4[C:20]([Cl:21])=[CH:19][C:18]([Cl:22])=[CH:17][C:16]=4[Cl:23])[CH2:12][CH2:13][CH2:14][N:7]3[C:6]=2[C:5]([CH:24]([NH:27][C:30](=[O:31])[CH:29]([F:33])[F:28])[CH2:25][CH3:26])=[CH:4][CH:3]=1. The catalyst class is: 42. (8) Reactant: [CH3:1][O:2][C:3](=[O:36])/[CH:4]=[CH:5]/[C:6]1[CH:11]=[CH:10][C:9]([C@@H:12]2[CH2:16][CH2:15][CH2:14][N:13]2[CH2:17][CH2:18][C:19]2[C:20]([CH3:35])=[N:21][N:22](S(C3C=CC(C)=CC=3)(=O)=O)[C:23]=2[CH3:24])=[CH:8][CH:7]=1.C[O-].[Na+].Cl. Product: [CH3:1][O:2][C:3](=[O:36])/[CH:4]=[CH:5]/[C:6]1[CH:7]=[CH:8][C:9]([C@@H:12]2[CH2:16][CH2:15][CH2:14][N:13]2[CH2:17][CH2:18][C:19]2[C:20]([CH3:35])=[N:21][NH:22][C:23]=2[CH3:24])=[CH:10][CH:11]=1. The catalyst class is: 5.